This data is from Reaction yield outcomes from USPTO patents with 853,638 reactions. The task is: Predict the reaction yield, written as a fraction of the theoretical maximum amount of product (1.0 means a 100% yield; for example, 0.34 means a 34% yield). (1) The reactants are [F:1][C:2]1[CH:9]=[CH:8][C:5]([C:6]#[N:7])=[CH:4][CH:3]=1.[C:10](#[N:12])[CH3:11].CC(C)([O-])C.[K+]. The catalyst is C1(C)C=CC=CC=1. The product is [NH2:7][C:6]([C:5]1[CH:8]=[CH:9][C:2]([F:1])=[CH:3][CH:4]=1)=[CH:11][C:10]#[N:12]. The yield is 0.930. (2) The reactants are S(Cl)(Cl)=O.[CH3:5][C:6]1[N:11]=[CH:10][C:9]([CH2:12][OH:13])=[CH:8][CH:7]=1.[C:14]1(O)[CH:19]=[CH:18][CH:17]=[CH:16][CH:15]=1.C(=O)([O-])[O-].[K+].[K+]. The catalyst is CN(C)C=O. The product is [CH3:5][C:6]1[CH:7]=[CH:8][C:9]([CH2:12][O:13][C:14]2[CH:19]=[CH:18][CH:17]=[CH:16][CH:15]=2)=[CH:10][N:11]=1. The yield is 0.660. (3) The yield is 1.00. The reactants are [CH3:1][C:2]1[C:10]2[N:9]=[C:8]([CH2:11][CH2:12][CH3:13])[N:7]([CH2:14][C:15]3[CH:33]=[CH:32][C:18]4/[C:19](=[CH:28]\[C:29](O)=O)/[C:20]5[CH:27]=[CH:26][CH:25]=[CH:24][C:21]=5O[CH2:23][C:17]=4[CH:16]=3)[C:6]=2[CH:5]=[CH:4][CH:3]=1.[OH2:34].[NH2:35][NH2:36].[OH2:37]. The product is [CH3:1][C:2]1[C:10]2[N:9]=[C:8]([CH2:11][CH2:12][CH3:13])[N:7]([CH2:14][C:15]3[CH:33]=[CH:32][C:18]4/[C:19](=[CH:28]\[C:29]([NH:35][NH2:36])=[O:37])/[C:20]5[CH:21]=[CH:24][CH:25]=[CH:26][C:27]=5[O:34][CH2:23][C:17]=4[CH:16]=3)[C:6]=2[CH:5]=[CH:4][CH:3]=1. The catalyst is C1COCC1.ClCCl.